Dataset: Cav3 T-type calcium channel HTS with 100,875 compounds. Task: Binary Classification. Given a drug SMILES string, predict its activity (active/inactive) in a high-throughput screening assay against a specified biological target. (1) The molecule is O=C(Nc1n(CCC)c2c(n1)cccc2)c1c(c(ccc1)C)C. The result is 0 (inactive). (2) The compound is S(Cc1cc2OCOc2cc1)c1n(N)c(=O)c2c(n(nc2)c2ccccc2)n1. The result is 0 (inactive). (3) The compound is Brc1cc(F)c(NC(=O)COC(=O)c2c(N)cccc2)cc1. The result is 0 (inactive). (4) The compound is S(=O)(=O)(NCCc1cc(OC)c(OC)cc1)c1ccccc1. The result is 0 (inactive). (5) The drug is s1c2n(cc(n2)c2ccc(OC)cc2)cc1. The result is 0 (inactive). (6) The compound is Clc1cc(C(=O)NCCN2CCOCC2)c(NC(=O)c2occc2)cc1. The result is 0 (inactive). (7) The compound is Fc1cc(NC(=O)CCN2CCN(CC2)C)ccc1F. The result is 0 (inactive). (8) The compound is O=C(N(C1CCCCC1)Cc1cc2c([nH]c1=O)cccc2)c1ncccc1. The result is 0 (inactive). (9) The drug is O(c1c(n2c(c(cc2C)C=O)C)cccc1)C. The result is 0 (inactive).